This data is from Catalyst prediction with 721,799 reactions and 888 catalyst types from USPTO. The task is: Predict which catalyst facilitates the given reaction. Reactant: [CH2:1]1[C:5]2([CH2:10][CH2:9][C:8](=[O:11])[CH2:7][CH2:6]2)[CH2:4][CH2:3][NH:2]1.[CH3:12][C:13]([O:16][C:17](O[C:17]([O:16][C:13]([CH3:15])([CH3:14])[CH3:12])=[O:18])=[O:18])([CH3:15])[CH3:14].C([O-])([O-])=O.[Na+].[Na+]. Product: [O:11]=[C:8]1[CH2:9][CH2:10][C:5]2([CH2:1][N:2]([C:17]([O:16][C:13]([CH3:15])([CH3:14])[CH3:12])=[O:18])[CH2:3][CH2:4]2)[CH2:6][CH2:7]1. The catalyst class is: 20.